Dataset: Reaction yield outcomes from USPTO patents with 853,638 reactions. Task: Predict the reaction yield, written as a fraction of the theoretical maximum amount of product (1.0 means a 100% yield; for example, 0.34 means a 34% yield). (1) The reactants are C(O)(C(F)(F)F)=O.[F:8][C:9]1[CH:10]=[C:11]([NH:20][C:21]([C@@H:23]2[N:32]([C:33]([C@H:35]3[CH2:38][C@H:37]([CH2:39][C:40]([O:42]C(C)(C)C)=[O:41])[CH2:36]3)=[O:34])[CH2:31][CH2:30][C:29]3[N:28]=[C:27]([O:47][CH3:48])[CH:26]=[CH:25][C:24]2=3)=[O:22])[CH:12]=[C:13]([F:19])[C:14]=1[Si:15]([CH3:18])([CH3:17])[CH3:16].C(=O)([O-])O.[Na+]. The yield is 0.663. The product is [F:8][C:9]1[CH:10]=[C:11]([NH:20][C:21]([C@@H:23]2[N:32]([C:33]([C@H:35]3[CH2:36][C@H:37]([CH2:39][C:40]([OH:42])=[O:41])[CH2:38]3)=[O:34])[CH2:31][CH2:30][C:29]3[N:28]=[C:27]([O:47][CH3:48])[CH:26]=[CH:25][C:24]2=3)=[O:22])[CH:12]=[C:13]([F:19])[C:14]=1[Si:15]([CH3:18])([CH3:17])[CH3:16]. No catalyst specified. (2) The reactants are C(=O)([O-])OC[C:4]1[CH:9]=[C:8]([N+:10]([O-:12])=[O:11])[C:7](Br)=[CH:6][C:5]=1[CH:14]1[CH2:18][CH2:17][CH2:16][CH2:15]1.[CH2:21]([N:23]1[CH2:28][CH2:27][NH:26][CH2:25][CH2:24]1)[CH3:22].C(N(CC)CC)C.Cl[C:37]([O:39][CH3:40])=[O:38].C([OH:43])C. The catalyst is ClCCl. The product is [C:37](=[O:43])([O:39][CH3:40])[O:38][C:4]1[CH:9]=[C:8]([N+:10]([O-:12])=[O:11])[C:7]([N:26]2[CH2:27][CH2:28][N:23]([CH2:21][CH3:22])[CH2:24][CH2:25]2)=[CH:6][C:5]=1[CH:14]1[CH2:15][CH2:16][CH2:17][CH2:18]1. The yield is 0.760.